From a dataset of Forward reaction prediction with 1.9M reactions from USPTO patents (1976-2016). Predict the product of the given reaction. (1) Given the reactants [CH3:1][C:2]1[CH:3]=[N:4][C:5]([CH2:11][S+:12]([O-:24])[C:13]2[N-:14][C:15]3[CH:16]=[CH:17][C:18]([O:22][CH3:23])=[CH:19][C:20]=3[N:21]=2)=[C:6]([CH3:10])[C:7]=1[O:8][CH3:9].[K+].O.O.O.O.O.O.O.S([O-])([O-])(=O)=O.[Mg+2:38], predict the reaction product. The product is: [CH3:1][C:2]1[C:7]([O:8][CH3:9])=[C:6]([CH3:10])[C:5]([CH2:11][S@@:12]([C:13]2[N-:14][C:15]3[CH:16]=[CH:17][C:18]([O:22][CH3:23])=[CH:19][C:20]=3[N:21]=2)=[O:24])=[N:4][CH:3]=1.[Mg+2:38]. (2) Given the reactants [CH:1]1([O:6][C:7](=[O:32])[NH:8][C:9]2[CH:10]=[C:11]3[C:15](=[CH:16][CH:17]=2)[N:14]([CH3:18])[CH:13]=[C:12]3[CH2:19][C:20]2[CH:25]=[CH:24][C:23]([C:26]([O:28]C)=[O:27])=[CH:22][C:21]=2[O:30][CH3:31])[CH2:5][CH2:4][CH2:3][CH2:2]1.CO.O.[OH-].[Li+].Cl, predict the reaction product. The product is: [CH:1]1([O:6][C:7](=[O:32])[NH:8][C:9]2[CH:10]=[C:11]3[C:15](=[CH:16][CH:17]=2)[N:14]([CH3:18])[CH:13]=[C:12]3[CH2:19][C:20]2[CH:25]=[CH:24][C:23]([C:26]([OH:28])=[O:27])=[CH:22][C:21]=2[O:30][CH3:31])[CH2:5][CH2:4][CH2:3][CH2:2]1. (3) Given the reactants [OH:1][C:2]1[CH:10]=[C:9]2[C:5]([CH2:6][N:7]([C:12]3[CH:13]=[C:14]4[C:18](=[CH:19][CH:20]=3)[N:17]([CH3:21])[CH:16]=[CH:15]4)[C:8]2=[O:11])=[CH:4][CH:3]=1.C(=O)([O-])[O-].[K+].[K+].CN(C)C=O.[F:33][C:34]([F:38])([F:37])[CH2:35]I, predict the reaction product. The product is: [CH3:21][N:17]1[C:18]2[C:14](=[CH:13][C:12]([N:7]3[CH2:6][C:5]4[C:9](=[CH:10][C:2]([O:1][CH2:35][C:34]([F:38])([F:37])[F:33])=[CH:3][CH:4]=4)[C:8]3=[O:11])=[CH:20][CH:19]=2)[CH:15]=[CH:16]1. (4) Given the reactants [Cl:1][C:2]1[CH:7]=[CH:6][C:5]([C:8]2[CH2:9][CH2:10][NH:11][CH2:12][CH:13]=2)=[CH:4][CH:3]=1.[CH2:14]1[CH2:20][S:17](=[O:19])(=[O:18])[O:16][CH2:15]1, predict the reaction product. The product is: [Cl:1][C:2]1[CH:7]=[CH:6][C:5]([C:8]2[CH2:13][CH2:12][N:11]([CH2:15][CH2:14][CH2:20][S:17]([OH:19])(=[O:18])=[O:16])[CH2:10][CH:9]=2)=[CH:4][CH:3]=1. (5) Given the reactants C([O:4][CH:5]([C:8]1[S:9][C:10]([C:13]2[N:14]=[N:15][C:16]([N:19]3[CH2:24][CH2:23][CH:22]([O:25][C:26]4[CH:31]=[CH:30][CH:29]=[CH:28][C:27]=4[C:32]([F:35])([F:34])[F:33])[CH2:21][CH2:20]3)=[CH:17][CH:18]=2)=[N:11][N:12]=1)[CH2:6]C)(=O)C.NN.[CH3:38]O, predict the reaction product. The product is: [F:34][C:32]([F:33])([F:35])[C:27]1[CH:28]=[CH:29][CH:30]=[CH:31][C:26]=1[O:25][CH:22]1[CH2:23][CH2:24][N:19]([C:16]2[N:15]=[N:14][C:13]([C:10]3[S:9][C:8]([C:5]([OH:4])([CH3:38])[CH3:6])=[N:12][N:11]=3)=[CH:18][CH:17]=2)[CH2:20][CH2:21]1. (6) Given the reactants [Br:1][C:2]1[CH:3]=[C:4]([O:14][C@@H:15]([C@@H:17]2[CH2:21][C:20](=[O:22])[N:19]([C@@H:23]([C:25]3[CH:30]=[CH:29][C:28]([O:31][CH3:32])=[CH:27][CH:26]=3)[CH3:24])[CH2:18]2)[CH3:16])[C:5]2[N:6]([N:8]=[CH:9][C:10]=2/[CH:11]=[N:12]/O)[CH:7]=1, predict the reaction product. The product is: [Br:1][C:2]1[CH:3]=[C:4]([O:14][C@@H:15]([C@@H:17]2[CH2:21][C:20](=[O:22])[N:19]([C@@H:23]([C:25]3[CH:26]=[CH:27][C:28]([O:31][CH3:32])=[CH:29][CH:30]=3)[CH3:24])[CH2:18]2)[CH3:16])[C:5]2[N:6]([N:8]=[CH:9][C:10]=2[C:11]#[N:12])[CH:7]=1. (7) Given the reactants [NH2:1][C:2]1[C:3]([C:8]2[CH:26]=[CH:25][C:11]([C:12]([NH:14][C:15]3[CH:20]=[CH:19][C:18]([C:21]([CH3:24])([CH3:23])[CH3:22])=[CH:17][CH:16]=3)=[O:13])=[CH:10][CH:9]=2)=[N:4][CH:5]=[CH:6][CH:7]=1.C(N(CC)CC)C.[CH3:34][S:35](Cl)(=[O:37])=[O:36], predict the reaction product. The product is: [C:21]([C:18]1[CH:19]=[CH:20][C:15]([NH:14][C:12](=[O:13])[C:11]2[CH:10]=[CH:9][C:8]([C:3]3[C:2]([N:1]([S:35]([CH3:34])(=[O:37])=[O:36])[S:35]([CH3:34])(=[O:37])=[O:36])=[CH:7][CH:6]=[CH:5][N:4]=3)=[CH:26][CH:25]=2)=[CH:16][CH:17]=1)([CH3:22])([CH3:23])[CH3:24]. (8) Given the reactants [H-].[Na+].[Br:3][C:4]1[N:9]=[C:8]([C:10]([O:12][CH3:13])=[O:11])[C:7]([OH:14])=[CH:6][CH:5]=1.[O:15]([CH2:22][CH2:23][CH2:24]Br)[C:16]1[CH:21]=[CH:20][CH:19]=[CH:18][CH:17]=1, predict the reaction product. The product is: [Br:3][C:4]1[N:9]=[C:8]([C:10]([O:12][CH3:13])=[O:11])[C:7]([O:14][CH2:24][CH2:23][CH2:22][O:15][C:16]2[CH:21]=[CH:20][CH:19]=[CH:18][CH:17]=2)=[CH:6][CH:5]=1. (9) Given the reactants COC(=O)[C:4]1[CH:9]=[CH:8][CH:7]=[C:6]([NH:10][C:11](=[O:38])[CH2:12][N:13]2[N:19]=[C:18]([CH:20]3[CH2:25][CH2:24][CH2:23][CH2:22][CH2:21]3)[C:17]3[CH:26]=[CH:27][CH:28]=[CH:29][C:16]=3[N:15]([CH2:30][C:31](=[O:36])[C:32]([CH3:35])([CH3:34])[CH3:33])[C:14]2=[O:37])[CH:5]=1.CC(C)(C)C(=O)CN1C2C=CC=CC=2C(C2C=CC=CN=2)=NN(CC(O)=O)C1=O.[C:69]([O:73][C:74](=[O:84])[N:75](C1C=CC=C(N)C=1)[CH3:76])([CH3:72])([CH3:71])[CH3:70].C1(C2C3C=CC=CC=3N(CC(=O)C(C)(C)C)C(=O)N(CC(O)=O)N=2)CCCCC1.COC(=O)C1C=CC=C(N)C=1, predict the reaction product. The product is: [C:69]([O:73][C:74](=[O:84])[N:75]([C:4]1[CH:9]=[CH:8][CH:7]=[C:6]([NH:10][C:11](=[O:38])[CH2:12][N:13]2[N:19]=[C:18]([CH:17]3[CH2:16][CH2:29][CH2:28][CH2:27][CH2:26]3)[C:20]3[CH:21]=[CH:22][CH:23]=[CH:24][C:25]=3[N:15]([CH2:30][C:31](=[O:36])[C:32]([CH3:34])([CH3:35])[CH3:33])[C:14]2=[O:37])[CH:5]=1)[CH3:76])([CH3:72])([CH3:71])[CH3:70]. (10) Given the reactants [F:1][C:2]1[CH:13]=[CH:12][C:5]2[NH:6][CH:7]([CH2:10][OH:11])[CH2:8][O:9][C:4]=2[CH:3]=1.[Br:14]N1C(=O)CCC1=O, predict the reaction product. The product is: [Br:14][C:12]1[C:5]2[NH:6][CH:7]([CH2:10][OH:11])[CH2:8][O:9][C:4]=2[CH:3]=[C:2]([F:1])[CH:13]=1.